Task: Predict the product of the given reaction.. Dataset: Forward reaction prediction with 1.9M reactions from USPTO patents (1976-2016) (1) The product is: [CH3:12][C:13]([CH3:16])([CH3:15])/[CH:14]=[CH:8]/[C:7]1[CH:10]=[CH:11][C:4]([C:1]([OH:3])=[O:2])=[CH:5][CH:6]=1. Given the reactants [C:1]([C:4]1[CH:11]=[CH:10][C:7]([CH:8]=O)=[CH:6][CH:5]=1)([OH:3])=[O:2].[CH2:12]([Mg]Cl)[C:13]([CH3:16])([CH3:15])[CH3:14], predict the reaction product. (2) Given the reactants [N+:1]([C:4]1[CH:5]=[N:6][NH:7][CH:8]=1)([O-:3])=[O:2].I[C:10]1[CH:15]=[CH:14][CH:13]=[CH:12][CH:11]=1.OC1C=CC=C2C=1N=CC=C2.C([O-])([O-])=O.[K+].[K+], predict the reaction product. The product is: [N+:1]([C:4]1[CH:5]=[N:6][N:7]([C:10]2[CH:15]=[CH:14][CH:13]=[CH:12][CH:11]=2)[CH:8]=1)([O-:3])=[O:2]. (3) Given the reactants [Br:1][C:2]1[CH:6]=[N:5][N:4]([CH3:7])[C:3]=1[NH:8][C:9]1[CH:14]=[CH:13][C:12](I)=[CH:11][CH:10]=1.[Br:16][C:17]1[CH:22]=[CH:21][C:20](B(O)O)=[CH:19][CH:18]=1.C(=O)([O-])[O-].[Cs+].[Cs+].COCCOC, predict the reaction product. The product is: [Br:16][C:17]1[CH:22]=[CH:21][C:20]([C:12]2[CH:13]=[CH:14][C:9]([NH:8][C:3]3[N:4]([CH3:7])[N:5]=[CH:6][C:2]=3[Br:1])=[CH:10][CH:11]=2)=[CH:19][CH:18]=1. (4) The product is: [CH2:21]([O:23][C:24]1[CH:25]=[C:26]([CH:29]=[CH:30][C:31]=1[F:32])[CH2:27][N:1]1[CH2:2][CH2:3][CH:4]([NH:7][C:8]2[O:9][C:10]3[C:16]([S:17]([NH2:20])(=[O:18])=[O:19])=[CH:15][CH:14]=[CH:13][C:11]=3[N:12]=2)[CH2:5][CH2:6]1)[CH3:22]. Given the reactants [NH:1]1[CH2:6][CH2:5][CH:4]([NH:7][C:8]2[O:9][C:10]3[C:16]([S:17]([NH2:20])(=[O:19])=[O:18])=[CH:15][CH:14]=[CH:13][C:11]=3[N:12]=2)[CH2:3][CH2:2]1.[CH2:21]([O:23][C:24]1[CH:25]=[C:26]([CH:29]=[CH:30][C:31]=1[F:32])[CH:27]=O)[CH3:22].OC1C=C(C=CC=1F)C(O)=O.ClC1C=CC(C=O)=CC=1OCC.C([BH3-])#N.[Na+].C(N(C(C)C)C(C)C)C, predict the reaction product. (5) Given the reactants [CH:1]1[C:9]2[C:8]3[CH:10]=[CH:11][CH:12]=[CH:13][C:7]=3[O:6][C:5]=2[C:4](B(O)O)=[CH:3][CH:2]=1.Cl[C:18]1[CH:23]=[CH:22][C:21]([Cl:24])=[CH:20][N:19]=1.C(=O)([O-])[O-].[K+].[K+].C(COC)OC, predict the reaction product. The product is: [Cl:24][C:21]1[CH:22]=[CH:23][C:18]([C:4]2[C:5]3[O:6][C:7]4[CH:13]=[CH:12][CH:11]=[CH:10][C:8]=4[C:9]=3[CH:1]=[CH:2][CH:3]=2)=[N:19][CH:20]=1.